This data is from Peptide-MHC class I binding affinity with 185,985 pairs from IEDB/IMGT. The task is: Regression. Given a peptide amino acid sequence and an MHC pseudo amino acid sequence, predict their binding affinity value. This is MHC class I binding data. (1) The peptide sequence is SSDDIPPRW. The MHC is HLA-B08:01 with pseudo-sequence HLA-B08:01. The binding affinity (normalized) is 0.0847. (2) The peptide sequence is YLYGLSPAI. The MHC is HLA-A02:01 with pseudo-sequence HLA-A02:01. The binding affinity (normalized) is 0.874. (3) The peptide sequence is SLFKNVRLL. The MHC is HLA-A02:02 with pseudo-sequence HLA-A02:02. The binding affinity (normalized) is 0.382. (4) The peptide sequence is YRFRFRSVY. The MHC is HLA-B48:01 with pseudo-sequence HLA-B48:01. The binding affinity (normalized) is 0.149. (5) The peptide sequence is LEKWNLGII. The MHC is HLA-B08:02 with pseudo-sequence HLA-B08:02. The binding affinity (normalized) is 0.0847. (6) The peptide sequence is ERLQICQRK. The MHC is HLA-B27:05 with pseudo-sequence HLA-B27:05. The binding affinity (normalized) is 0.313. (7) The peptide sequence is QTPGVKIAP. The MHC is HLA-B58:01 with pseudo-sequence HLA-B58:01. The binding affinity (normalized) is 0.0847. (8) The peptide sequence is ITLTNVVNI. The MHC is HLA-A02:01 with pseudo-sequence HLA-A02:01. The binding affinity (normalized) is 0.369. (9) The peptide sequence is RPVFARLPF. The MHC is HLA-B15:42 with pseudo-sequence HLA-B15:42. The binding affinity (normalized) is 0.213.